Dataset: Catalyst prediction with 721,799 reactions and 888 catalyst types from USPTO. Task: Predict which catalyst facilitates the given reaction. (1) Reactant: Cl[C:2]1[CH:19]=[C:6]2[C:7]3[C:12]([CH2:13][CH2:14][N:5]2[C:4](=[O:20])[N:3]=1)=[CH:11][C:10]([O:15][CH3:16])=[C:9]([O:17][CH3:18])[CH:8]=3.[C:21]([C:25]1[CH:30]=[CH:29][CH:28]=[CH:27][C:26]=1[OH:31])([CH3:24])([CH3:23])[CH3:22].C(=O)([O-])[O-].[K+].[K+]. Product: [C:21]([C:25]1[CH:30]=[CH:29][CH:28]=[CH:27][C:26]=1[O:31][C:2]1[CH:19]=[C:6]2[C:7]3[C:12]([CH2:13][CH2:14][N:5]2[C:4](=[O:20])[N:3]=1)=[CH:11][C:10]([O:15][CH3:16])=[C:9]([O:17][CH3:18])[CH:8]=3)([CH3:24])([CH3:22])[CH3:23]. The catalyst class is: 41. (2) Reactant: [C:1]([C:5]1[CH:6]=[C:7]([CH:12]=[C:13](I)[C:14]=1[O:15][CH3:16])[C:8]([O:10][CH3:11])=[O:9])([CH3:4])([CH3:3])[CH3:2].[Cu](C#N)[C:19]#[N:20].C(=O)([O-])[O-].[K+].[K+]. Product: [C:1]([C:5]1[CH:6]=[C:7]([CH:12]=[C:13]([C:19]#[N:20])[C:14]=1[O:15][CH3:16])[C:8]([O:10][CH3:11])=[O:9])([CH3:4])([CH3:3])[CH3:2]. The catalyst class is: 9. (3) Reactant: [F:1][C:2]1[CH:3]=[C:4]([C@:13]2([NH:23][C:24](=[O:36])[NH:25][C:26]3[CH:27]=[CH:28][C:29]([C:32](=[NH:35])[NH:33][OH:34])=[N:30][CH:31]=3)[C:18]3=[N:19][CH:20]=[CH:21][CH:22]=[C:17]3[O:16][CH2:15][CH2:14]2)[CH:5]=[CH:6][C:7]=1[O:8][C:9]([F:12])([F:11])[F:10].[C:37](N1C=CN=C1)(N1C=CN=C1)=[O:38].CO. Product: [F:1][C:2]1[CH:3]=[C:4]([C@:13]2([NH:23][C:24]([NH:25][C:26]3[CH:31]=[N:30][C:29]([C:32]4[NH:35][C:37](=[O:38])[O:34][N:33]=4)=[CH:28][CH:27]=3)=[O:36])[C:18]3=[N:19][CH:20]=[CH:21][CH:22]=[C:17]3[O:16][CH2:15][CH2:14]2)[CH:5]=[CH:6][C:7]=1[O:8][C:9]([F:12])([F:10])[F:11]. The catalyst class is: 887.